From a dataset of Forward reaction prediction with 1.9M reactions from USPTO patents (1976-2016). Predict the product of the given reaction. (1) The product is: [C:10]([O:9][C:7]([N:1]1[CH2:6][CH2:5][N:4]([S:30]([C:27]2[CH:28]=[CH:29][C:24]([CH3:23])=[C:25]([N+:34]([O-:36])=[O:35])[CH:26]=2)(=[O:31])=[O:32])[CH2:3][CH2:2]1)=[O:8])([CH3:13])([CH3:12])[CH3:11]. Given the reactants [N:1]1([C:7]([O:9][C:10]([CH3:13])([CH3:12])[CH3:11])=[O:8])[CH2:6][CH2:5][NH:4][CH2:3][CH2:2]1.C(N(C(C)C)CC)(C)C.[CH3:23][C:24]1[CH:29]=[CH:28][C:27]([S:30](Cl)(=[O:32])=[O:31])=[CH:26][C:25]=1[N+:34]([O-:36])=[O:35].O, predict the reaction product. (2) Given the reactants [Cl:1][C:2]1[CH:11]=[CH:10][C:9]2[N:8]=[C:7]3[C:12](=[O:16])[NH:13][CH:14]=[N:15][C:6]3=[C:5]([C:17]([F:20])([F:19])[F:18])[C:4]=2[CH:3]=1.[Li][CH2:22][CH2:23][CH2:24][CH3:25], predict the reaction product. The product is: [CH2:22]([C:5]1([C:17]([F:18])([F:20])[F:19])[C:4]2[CH:3]=[C:2]([Cl:1])[CH:11]=[CH:10][C:9]=2[NH:8][C:7]2[C:12](=[O:16])[NH:13][CH:14]=[N:15][C:6]1=2)[CH2:23][CH2:24][CH3:25]. (3) Given the reactants [C-]#N.[Na+].C1(C)C=CC=CC=1.C[NH:12][CH2:13][CH2:14]NC.BrC1[CH:19]=[C:20]([CH3:25])[CH:21]=[C:22]([CH3:24])[CH:23]=1, predict the reaction product. The product is: [CH3:25][C:20]1[CH:19]=[C:14]([CH:23]=[C:22]([CH3:24])[CH:21]=1)[C:13]#[N:12]. (4) The product is: [C:1]([C:3]1[CH:8]=[CH:7][N:6]=[C:5]([CH:9]=[CH2:11])[CH:4]=1)#[N:2]. Given the reactants [C:1]([C:3]1[CH:8]=[CH:7][N:6]=[C:5]([CH:9]=O)[CH:4]=1)#[N:2].[C:11](=O)([O-])[O-].[K+].[K+].O1CCOCC1, predict the reaction product. (5) Given the reactants F[C:2]1[CH:10]=[CH:9][C:8]([C:11]#[N:12])=[C:7]2[C:3]=1[CH:4]=[CH:5][N:6]2[S:13]([C:16]1[CH:22]=[CH:21][C:19]([CH3:20])=[CH:18][CH:17]=1)(=[O:15])=[O:14].[NH3:23], predict the reaction product. The product is: [NH2:23][C:2]1[CH:10]=[CH:9][C:8]([C:11]#[N:12])=[C:7]2[C:3]=1[CH:4]=[CH:5][N:6]2[S:13]([C:16]1[CH:22]=[CH:21][C:19]([CH3:20])=[CH:18][CH:17]=1)(=[O:15])=[O:14]. (6) Given the reactants [CH2:1]([NH2:6])[C:2]([CH3:5])([CH3:4])[CH3:3].[C:7]([NH:14][CH2:15][C:16](O)=[O:17])([O:9][C:10]([CH3:13])([CH3:12])[CH3:11])=[O:8].C(N(CC)CC)C.[I-].ClC1C=CC=C[N+]=1C, predict the reaction product. The product is: [CH3:3][C:2]([CH3:5])([CH3:4])[CH2:1][NH:6][C:16](=[O:17])[CH2:15][NH:14][C:7](=[O:8])[O:9][C:10]([CH3:11])([CH3:12])[CH3:13]. (7) The product is: [C:1]([C:3]1[C:4]([N:18]2[CH2:19][CH:20]([C:22]([NH:36][S:33]([CH2:32][C:27]3[CH:28]=[CH:29][CH:30]=[CH:31][C:26]=3[F:25])(=[O:35])=[O:34])=[O:23])[CH2:21]2)=[N:5][C:6]([C:14]([F:17])([F:15])[F:16])=[C:7]([CH:8]=1)[C:9]([O:11][CH2:12][CH3:13])=[O:10])#[N:2]. Given the reactants [C:1]([C:3]1[C:4]([N:18]2[CH2:21][CH:20]([C:22](O)=[O:23])[CH2:19]2)=[N:5][C:6]([C:14]([F:17])([F:16])[F:15])=[C:7]([C:9]([O:11][CH2:12][CH3:13])=[O:10])[CH:8]=1)#[N:2].[F:25][C:26]1[CH:31]=[CH:30][CH:29]=[CH:28][C:27]=1[CH2:32][S:33]([NH2:36])(=[O:35])=[O:34], predict the reaction product. (8) Given the reactants [H-].[Al+3].[Li+].[H-].[H-].[H-].[Cl:7][C:8]1[N:13]=[C:12]([C:14]#[N:15])[CH:11]=[CH:10][CH:9]=1, predict the reaction product. The product is: [NH2:15][CH2:14][C:12]1[CH:11]=[CH:10][CH:9]=[C:8]([Cl:7])[N:13]=1. (9) The product is: [Cl:1][C:2]1[CH:3]=[CH:4][C:5]([O:15][CH2:16][C:17]2[C:22]([F:23])=[CH:21][CH:20]=[CH:19][C:18]=2[F:24])=[C:6]([C:8]2[N:25]([C:26]3[CH:27]=[C:28]([C:32]([Cl:35])=[CH:33][CH:34]=3)[C:29]([OH:31])=[O:30])[C:11]([CH3:12])=[CH:10][CH:9]=2)[CH:7]=1. Given the reactants [Cl:1][C:2]1[CH:3]=[CH:4][C:5]([O:15][CH2:16][C:17]2[C:22]([F:23])=[CH:21][CH:20]=[CH:19][C:18]=2[F:24])=[C:6]([C:8](=O)[CH2:9][CH2:10][C:11](=O)[CH3:12])[CH:7]=1.[NH2:25][C:26]1[CH:27]=[C:28]([C:32]([Cl:35])=[CH:33][CH:34]=1)[C:29]([OH:31])=[O:30].CC1C=CC(S(O)(=O)=O)=CC=1, predict the reaction product. (10) Given the reactants Br[C:2]1[N:6]([C:7]2[CH:12]=[C:11]([C:13]3([CH3:16])[CH2:15][CH2:14]3)[CH:10]=[C:9]([C:17]([CH3:20])([CH3:19])[CH3:18])[CH:8]=2)[CH:5]=[C:4]([C:21]([O:23][CH3:24])=[O:22])[C:3]=1[CH3:25].[Li]CCCC.[CH:31]1([S:37][S:37][CH:31]2[CH2:36][CH2:35][CH2:34][CH2:33][CH2:32]2)[CH2:36][CH2:35][CH2:34][CH2:33][CH2:32]1, predict the reaction product. The product is: [C:17]([C:9]1[CH:8]=[C:7]([N:6]2[C:2]([S:37][CH:31]3[CH2:36][CH2:35][CH2:34][CH2:33][CH2:32]3)=[C:3]([CH3:25])[C:4]([C:21]([O:23][CH3:24])=[O:22])=[CH:5]2)[CH:12]=[C:11]([C:13]2([CH3:16])[CH2:14][CH2:15]2)[CH:10]=1)([CH3:20])([CH3:18])[CH3:19].